From a dataset of Full USPTO retrosynthesis dataset with 1.9M reactions from patents (1976-2016). Predict the reactants needed to synthesize the given product. Given the product [NH2:21][C:12]1[CH:13]=[N:14][C:15]2[C:20]([C:11]=1[NH:10][CH2:9][CH2:8][NH:7][C:6](=[O:24])[O:5][C:1]([CH3:3])([CH3:2])[CH3:4])=[CH:19][CH:18]=[CH:17][CH:16]=2, predict the reactants needed to synthesize it. The reactants are: [C:1]([O:5][C:6](=[O:24])[NH:7][CH2:8][CH2:9][NH:10][C:11]1[C:20]2[C:15](=[CH:16][CH:17]=[CH:18][CH:19]=2)[N:14]=[CH:13][C:12]=1[N+:21]([O-])=O)([CH3:4])([CH3:3])[CH3:2].